This data is from Forward reaction prediction with 1.9M reactions from USPTO patents (1976-2016). The task is: Predict the product of the given reaction. The product is: [I:8][C:7]1[C:2]([O:1][CH3:14])=[N:3][CH:4]=[C:5]([N+:9]([O-:11])=[O:10])[CH:6]=1. Given the reactants [OH:1][C:2]1[C:7]([I:8])=[CH:6][C:5]([N+:9]([O-:11])=[O:10])=[CH:4][N:3]=1.CI.[C:14](=O)([O-])[O-].[K+].[K+], predict the reaction product.